From a dataset of Full USPTO retrosynthesis dataset with 1.9M reactions from patents (1976-2016). Predict the reactants needed to synthesize the given product. (1) Given the product [CH2:18]=[CH:17][CH:16]([OH:19])[CH2:15][CH2:14][CH2:13][CH2:12][CH2:11][CH2:10][CH2:9][OH:8], predict the reactants needed to synthesize it. The reactants are: COC1C=CC(C[O:8][CH2:9][CH2:10][CH2:11][CH2:12][CH2:13][CH2:14][CH2:15][CH:16]([OH:19])[CH:17]=[CH2:18])=CC=1.C(C1C(=O)C(Cl)=C(Cl)C(=O)C=1C#N)#N.S([O-])([O-])(=O)=S.[Na+].[Na+]. (2) Given the product [CH3:53][C:54]1[CH:61]=[CH:60][CH:59]=[C:58]([CH3:62])[C:55]=1[CH2:56][NH:8][C@@:9]1([CH2:38][CH2:39][C:40]([CH3:43])([CH3:42])[CH3:41])[C:18]2[C:2](=[CH:14][CH:15]=[CH:16][CH:17]=2)[C:3]([OH:5])=[C:11]([C:20]2[NH:25][C:24]3[CH:26]=[CH:27][C:28]([NH:30][S:31]([CH3:34])(=[O:33])=[O:32])=[CH:29][C:23]=3[S:22](=[O:36])(=[O:35])[N:21]=2)[C:10]1=[O:37], predict the reactants needed to synthesize it. The reactants are: F[C:2](F)(F)[C:3]([OH:5])=O.[NH2:8][C@@:9]1([CH2:38][CH2:39][C:40]([CH3:43])([CH3:42])[CH3:41])[C:18]2C(=[CH:14][CH:15]=[CH:16][CH:17]=2)C(O)=[C:11]([C:20]2[NH:25][C:24]3[CH:26]=[CH:27][C:28]([NH:30][S:31]([CH3:34])(=[O:33])=[O:32])=[CH:29][C:23]=3[S:22](=[O:36])(=[O:35])[N:21]=2)[C:10]1=[O:37].C(N(CC)C(C)C)(C)C.[CH3:53][C:54]1[CH:61]=[CH:60][CH:59]=[C:58]([CH3:62])[C:55]=1[CH:56]=O.[O-]S([O-])(=O)=O.[Mg+2].C(O[BH-](OC(=O)C)OC(=O)C)(=O)C.[Na+].C(O)(=O)C. (3) Given the product [C:42]([N:49]([CH2:57][C:58]1[CH:66]=[CH:65][C:61]([C:62]([NH:16][C@H:15]([C:17]([OH:19])=[O:18])[CH2:14][CH2:13][CH2:12][NH:11][C:1]([O:3][CH2:4][C:5]2[CH:10]=[CH:9][CH:8]=[CH:7][CH:6]=2)=[O:2])=[O:63])=[CH:60][N:59]=1)[CH2:50][C:51]1[CH:56]=[CH:55][CH:54]=[CH:53][N:52]=1)([O:44][C:45]([CH3:48])([CH3:47])[CH3:46])=[O:43], predict the reactants needed to synthesize it. The reactants are: [C:1]([NH:11][CH2:12][CH2:13][CH2:14][C@@H:15]([C:17]([OH:19])=[O:18])[NH2:16])([O:3][CH2:4][C:5]1[CH:10]=[CH:9][CH:8]=[CH:7][CH:6]=1)=[O:2].CCN=C=NCCCN(C)C.Cl.C1C=CC2N(O)N=NC=2C=1.[C:42]([N:49]([CH2:57][C:58]1[CH:66]=[CH:65][C:61]([C:62](O)=[O:63])=[CH:60][N:59]=1)[CH2:50][C:51]1[CH:56]=[CH:55][CH:54]=[CH:53][N:52]=1)([O:44][C:45]([CH3:48])([CH3:47])[CH3:46])=[O:43]. (4) The reactants are: [CH3:1][C:2]1[O:6][N:5]=[C:4]([C:7]([OH:11])([C:9]#[CH:10])[CH3:8])[CH:3]=1.Br[C:13]1[CH:26]=[C:25]2[C:16]([O:17][CH2:18][CH2:19][N:20]3[C:24]2=[N:23][C:22]([C:27]([NH2:29])=[O:28])=[CH:21]3)=[CH:15][CH:14]=1. Given the product [OH:11][C@@:7]([C:4]1[CH:3]=[C:2]([CH3:1])[O:6][N:5]=1)([CH3:8])[C:9]#[C:10][C:13]1[CH:14]=[CH:15][C:16]2[O:17][CH2:18][CH2:19][N:20]3[C:24](=[N:23][C:22]([C:27]([NH2:29])=[O:28])=[CH:21]3)[C:25]=2[CH:26]=1, predict the reactants needed to synthesize it.